This data is from Forward reaction prediction with 1.9M reactions from USPTO patents (1976-2016). The task is: Predict the product of the given reaction. (1) Given the reactants C(N(CC)CC)C.[CH2:8]([C:10]([C:21]1[CH:26]=[CH:25][C:24](OS(C(F)(F)F)(=O)=O)=[C:23]([CH3:35])[CH:22]=1)([C:13]1[CH:18]=[CH:17][C:16]([OH:19])=[C:15]([CH3:20])[CH:14]=1)[CH2:11][CH3:12])[CH3:9].[C:36]([C:38]1([OH:44])[CH2:43][CH2:42][CH2:41][CH2:40][CH2:39]1)#[CH:37], predict the reaction product. The product is: [CH2:8]([C:10]([C:13]1[CH:18]=[CH:17][C:16]([OH:19])=[C:15]([CH3:20])[CH:14]=1)([C:21]1[CH:26]=[CH:25][C:24]([C:37]#[C:36][C:38]2([OH:44])[CH2:43][CH2:42][CH2:41][CH2:40][CH2:39]2)=[C:23]([CH3:35])[CH:22]=1)[CH2:11][CH3:12])[CH3:9]. (2) Given the reactants [CH3:1][C:2]1[C:8]([CH3:9])=[CH:7][C:6]([N+:10]([O-:12])=[O:11])=[CH:5][C:3]=1[NH2:4].[N:13]([O-])=O.[Na+], predict the reaction product. The product is: [N+:10]([C:6]1[CH:5]=[C:3]2[C:2]([CH:1]=[N:13][NH:4]2)=[C:8]([CH3:9])[CH:7]=1)([O-:12])=[O:11]. (3) Given the reactants C[O:2][C:3]1[CH:4]=[C:5]2[C:10](=[CH:11][CH:12]=1)[CH:9]=[C:8]([C:13]1[O:14][C:15]3[CH:26]=[CH:25][CH:24]=[CH:23][C:16]=3[C:17]=1[CH2:18][CH2:19][CH2:20][CH2:21][CH3:22])[CH:7]=[CH:6]2.B(Br)(Br)Br, predict the reaction product. The product is: [CH2:18]([C:17]1[C:16]2[CH:23]=[CH:24][CH:25]=[CH:26][C:15]=2[O:14][C:13]=1[C:8]1[CH:9]=[C:10]2[C:5](=[CH:6][CH:7]=1)[CH:4]=[C:3]([OH:2])[CH:12]=[CH:11]2)[CH2:19][CH2:20][CH2:21][CH3:22]. (4) Given the reactants [F:1][C:2]([F:13])([F:12])[O:3][C:4]1[CH:11]=[CH:10][C:7]([CH:8]=O)=[CH:6][CH:5]=1.[NH2:14][C:15]1[N:20]=[CH:19][C:18]([CH3:21])=[CH:17][N:16]=1.C([O:24][C:25](=O)[C:26]([OH:39])=[CH:27][C:28]([C:30]1[CH:35]=[CH:34][C:33]([CH:36]([CH3:38])[CH3:37])=[CH:32][CH:31]=1)=[O:29])C, predict the reaction product. The product is: [OH:39][C:26]1[C:25](=[O:24])[N:14]([C:15]2[N:20]=[CH:19][C:18]([CH3:21])=[CH:17][N:16]=2)[CH:8]([C:7]2[CH:10]=[CH:11][C:4]([O:3][C:2]([F:13])([F:12])[F:1])=[CH:5][CH:6]=2)[C:27]=1[C:28](=[O:29])[C:30]1[CH:35]=[CH:34][C:33]([CH:36]([CH3:38])[CH3:37])=[CH:32][CH:31]=1. (5) The product is: [Cl:3][C:4]1[C:9]2[O:10][CH:11]([CH3:13])[O:12][C:8]=2[CH:7]=[C:6]([C:14]([C@H:16]2[CH2:18][C@@H:17]2[C:19]([OH:21])=[O:20])=[O:15])[CH:5]=1. Given the reactants [OH-].[Na+].[Cl:3][C:4]1[C:9]2[O:10][CH:11]([CH3:13])[O:12][C:8]=2[CH:7]=[C:6]([C:14]([C@H:16]2[CH2:18][C@@H:17]2[C:19]([O:21]C)=[O:20])=[O:15])[CH:5]=1.Cl, predict the reaction product. (6) Given the reactants [Cl:1][C:2]1[CH:3]=[CH:4][C:5]2[C:14]([N:15]=1)=[C:13]1[C:8]([CH:9]=[CH:10][C:11](=O)[N:12]1C)=[CH:7][CH:6]=2.P(Cl)(Cl)([Cl:20])=O.P(Cl)(Cl)(Cl)(Cl)Cl, predict the reaction product. The product is: [Cl:20][C:11]1[CH:10]=[CH:9][C:8]2[C:13](=[C:14]3[C:5](=[CH:6][CH:7]=2)[CH:4]=[CH:3][C:2]([Cl:1])=[N:15]3)[N:12]=1. (7) Given the reactants [CH3:1][O:2][CH2:3][C:4]1[N:9]=[CH:8][C:7]([O:10][C:11]2[CH:12]=[C:13]3[C:17](=[C:18]([O:20][CH:21]([CH3:23])[CH3:22])[CH:19]=2)[NH:16][C:15]([C:24]2[S:25][CH:26]([CH2:29][C:30]([OH:32])=O)[CH2:27][N:28]=2)=[CH:14]3)=[CH:6][CH:5]=1.Cl.C(N=C=N[CH2:39][CH2:40][CH2:41][N:42](C)C)C.ON1C2C=CC=CC=2N=N1.C1(N)CC1, predict the reaction product. The product is: [CH:41]1([NH:42][C:30](=[O:32])[CH2:29][CH:26]2[S:25][C:24]([C:15]3[NH:16][C:17]4[C:13]([CH:14]=3)=[CH:12][C:11]([O:10][C:7]3[CH:8]=[N:9][C:4]([CH2:3][O:2][CH3:1])=[CH:5][CH:6]=3)=[CH:19][C:18]=4[O:20][CH:21]([CH3:23])[CH3:22])=[N:28][CH2:27]2)[CH2:39][CH2:40]1.